Dataset: Full USPTO retrosynthesis dataset with 1.9M reactions from patents (1976-2016). Task: Predict the reactants needed to synthesize the given product. (1) Given the product [Cl:14][C:10]1[CH:9]=[C:8]([CH:13]=[CH:12][CH:11]=1)[CH2:7][C:6]1[C:2]([C:18]([OH:17])=[O:23])=[CH:3][S:4][CH:5]=1, predict the reactants needed to synthesize it. The reactants are: Br[C:2]1[C:6]([CH2:7][C:8]2[CH:13]=[CH:12][CH:11]=[C:10]([Cl:14])[CH:9]=2)=[CH:5][S:4][CH:3]=1.CC[O:17][CH2:18]C.C1C[O:23]CC1. (2) Given the product [ClH:1].[F:2][C:3]1[C:11]2[N:10]([CH:12]([C:18]3[CH:19]=[CH:20][CH:21]=[CH:22][CH:23]=3)[CH:13]([OH:17])[CH2:14][NH:15][CH3:16])[C:9](=[O:24])[N:8]([CH:25]([CH3:27])[CH3:26])[C:7]=2[CH:6]=[CH:5][CH:4]=1, predict the reactants needed to synthesize it. The reactants are: [ClH:1].[F:2][C:3]1[C:11]2[N:10]([C@@H:12]([C:18]3[CH:23]=[CH:22][CH:21]=[CH:20][CH:19]=3)[C@H:13]([OH:17])[CH2:14][NH:15][CH3:16])[C:9](=[O:24])[N:8]([CH:25]([CH3:27])[CH3:26])[C:7]=2[CH:6]=[CH:5][CH:4]=1.FC1C2N([C@@H](C3C=CC=CC=3)[C@H](O)CO)C(=O)N(C(C)C)C=2C=CC=1. (3) Given the product [C:10]([OH:15])(=[O:26])[C:11]([OH:13])=[O:12].[NH2:7][CH2:8][CH2:9][C@@H:10]([O:15][C:24]1[CH:25]=[C:18]([Cl:17])[CH:19]=[CH:20][C:21]=1[C:22]#[N:23])[CH2:11][O:13][CH3:14], predict the reactants needed to synthesize it. The reactants are: CC(C)(OC([NH:7][CH2:8][CH2:9][C@H:10]([OH:15])[C:11]([O:13][CH3:14])=[O:12])=O)C.[Cl:17][C:18]1[CH:25]=[CH:24][C:21]([C:22]#[N:23])=[C:20]([OH:26])[CH:19]=1.C1(P(C2C=CC=CC=2)C2C=CC=CC=2)C=CC=CC=1.N(C(OCC)=O)=NC(OCC)=O. (4) Given the product [F:1][C:2]1[CH:10]=[CH:9][CH:8]=[C:7]2[C:3]=1[C:4]([CH3:15])([CH3:14])[CH2:5][NH:6]2, predict the reactants needed to synthesize it. The reactants are: [F:1][C:2]1[CH:10]=[CH:9][CH:8]=[C:7]2[C:3]=1[C:4]([CH3:15])([CH3:14])[CH2:5][N:6]2C(=O)C.C(=O)(O)[O-].[Na+]. (5) Given the product [CH3:3][C:4]1([CH3:36])[CH2:5][C:6]([C:14]2[CH:23]=[C:22]([O:24][CH2:25][C:26]3[CH:35]=[CH:34][C:33]4[C:28](=[CH:29][CH:30]=[CH:31][CH:32]=4)[N:27]=3)[CH:21]=[CH:20][C:15]=2[C:16]([OH:18])=[O:17])([C:8]2[CH:9]=[CH:10][CH:11]=[CH:12][CH:13]=2)[CH2:7]1, predict the reactants needed to synthesize it. The reactants are: [OH-].[K+].[CH3:3][C:4]1([CH3:36])[CH2:7][C:6]([C:14]2[CH:23]=[C:22]([O:24][CH2:25][C:26]3[CH:35]=[CH:34][C:33]4[C:28](=[CH:29][CH:30]=[CH:31][CH:32]=4)[N:27]=3)[CH:21]=[CH:20][C:15]=2[C:16]([O:18]C)=[O:17])([C:8]2[CH:13]=[CH:12][CH:11]=[CH:10][CH:9]=2)[CH2:5]1.Cl. (6) Given the product [CH2:1]([O:8][CH2:9][CH:10]1[NH:11][CH2:12][CH2:13][N:14]([S:28]([C:24]2[S:23][CH:27]=[CH:26][CH:25]=2)(=[O:30])=[O:29])[CH2:15]1)[C:2]1[CH:7]=[CH:6][CH:5]=[CH:4][CH:3]=1, predict the reactants needed to synthesize it. The reactants are: [CH2:1]([O:8][CH2:9][CH:10]1[CH2:15][NH:14][CH2:13][CH2:12][NH:11]1)[C:2]1[CH:7]=[CH:6][CH:5]=[CH:4][CH:3]=1.C(N(CC)CC)C.[S:23]1[CH:27]=[CH:26][CH:25]=[C:24]1[S:28](Cl)(=[O:30])=[O:29].